From a dataset of Catalyst prediction with 721,799 reactions and 888 catalyst types from USPTO. Predict which catalyst facilitates the given reaction. Reactant: [N+:1]([C:4]1[CH:5]=[C:6]([CH:18]=[CH:19][C:20]=1[N+:21]([O-])=O)[O:7][C:8]1[CH:9]=[C:10]([NH:14][C:15](=[O:17])[CH3:16])[CH:11]=[CH:12][CH:13]=1)([O-])=O. Product: [NH2:1][C:4]1[CH:5]=[C:6]([CH:18]=[CH:19][C:20]=1[NH2:21])[O:7][C:8]1[CH:9]=[C:10]([NH:14][C:15](=[O:17])[CH3:16])[CH:11]=[CH:12][CH:13]=1. The catalyst class is: 19.